This data is from Catalyst prediction with 721,799 reactions and 888 catalyst types from USPTO. The task is: Predict which catalyst facilitates the given reaction. (1) Reactant: [CH2:1]([N:8]([CH2:12][C:13]1[C:18](Cl)=[N:17][C:16]([N:20]([CH3:24])[CH2:21][CH2:22][CH3:23])=[CH:15][N:14]=1)[CH2:9][CH2:10][OH:11])[C:2]1[CH:7]=[CH:6][CH:5]=[CH:4][CH:3]=1.CC(C)([O-])C.[K+].O. The catalyst class is: 3. Product: [CH2:1]([N:8]1[CH2:12][C:13]2[N:14]=[CH:15][C:16]([N:20]([CH3:24])[CH2:21][CH2:22][CH3:23])=[N:17][C:18]=2[O:11][CH2:10][CH2:9]1)[C:2]1[CH:7]=[CH:6][CH:5]=[CH:4][CH:3]=1. (2) Reactant: CC1C=CC(S(O)(=O)=O)=CC=1.[O:12]1[C:16]2[CH:17]=[CH:18][C:19]([CH:21]([CH2:28][C:29]3[O:33][N:32]=[C:31]([CH2:34][CH2:35][CH2:36][CH2:37][O:38]C4CCCCO4)[N:30]=3)[CH2:22][C:23]([O:25][CH2:26][CH3:27])=[O:24])=[CH:20][C:15]=2[O:14][CH2:13]1.C(O)C.CCN(C(C)C)C(C)C. Product: [O:12]1[C:16]2[CH:17]=[CH:18][C:19]([CH:21]([CH2:28][C:29]3[O:33][N:32]=[C:31]([CH2:34][CH2:35][CH2:36][CH2:37][OH:38])[N:30]=3)[CH2:22][C:23]([O:25][CH2:26][CH3:27])=[O:24])=[CH:20][C:15]=2[O:14][CH2:13]1. The catalyst class is: 2. (3) Reactant: [O:1]=[C:2]1[CH:11]=[C:10](OS(C(F)(F)F)(=O)=O)[C:9]2[C:8](=[O:20])[CH2:7][CH2:6][CH2:5][C:4]=2[N:3]1[CH2:21][C:22]([O:24][C:25]([CH3:28])([CH3:27])[CH3:26])=[O:23].[Cl:29][C:30]1[CH:31]=[CH:32][C:33]([C:39]#[N:40])=[C:34](B(O)O)[CH:35]=1.C(=O)([O-])[O-].[K+].[K+]. Product: [Cl:29][C:30]1[CH:35]=[CH:34][C:33]([C:39]#[N:40])=[C:32]([C:10]2[C:9]3[C:8](=[O:20])[CH2:7][CH2:6][CH2:5][C:4]=3[N:3]([CH2:21][C:22]([O:24][C:25]([CH3:28])([CH3:27])[CH3:26])=[O:23])[C:2](=[O:1])[CH:11]=2)[CH:31]=1. The catalyst class is: 73. (4) Reactant: [N:1]([CH2:4][CH2:5][CH2:6][C:7]([O:9]C)=[O:8])=[N+:2]=[N-:3].[OH-].[Na+]. Product: [N:1]([CH2:4][CH2:5][CH2:6][C:7]([OH:9])=[O:8])=[N+:2]=[N-:3]. The catalyst class is: 5.